From a dataset of Reaction yield outcomes from USPTO patents with 853,638 reactions. Predict the reaction yield, written as a fraction of the theoretical maximum amount of product (1.0 means a 100% yield; for example, 0.34 means a 34% yield). (1) The reactants are C(OC([N:8]1[C:16]2[C:11](=[CH:12][C:13]([C:18]#[C:19][CH2:20][CH2:21][CH2:22][OH:23])=[C:14]([F:17])[CH:15]=2)[CH:10]=[CH:9]1)=O)(C)(C)C.[OH-].[Na+]. The catalyst is CCO. The product is [F:17][C:14]1[CH:15]=[C:16]2[C:11]([CH:10]=[CH:9][NH:8]2)=[CH:12][C:13]=1[C:18]#[C:19][CH2:20][CH2:21][CH2:22][OH:23]. The yield is 0.840. (2) The reactants are [Br:1][C:2]1[CH:7]=[CH:6][C:5]([N+:8]([O-:10])=[O:9])=[C:4](F)[CH:3]=1.[O-:12][CH2:13][CH3:14].[Na+]. The catalyst is CCO.C(Cl)Cl. The product is [CH2:13]([O:12][C:4]1[CH:3]=[C:2]([Br:1])[CH:7]=[CH:6][C:5]=1[N+:8]([O-:10])=[O:9])[CH3:14]. The yield is 0.950. (3) The reactants are [C:1]([CH:3]=[C:4]1[CH2:7][N:6]([C:8]([O:10][C:11]([CH3:14])([CH3:13])[CH3:12])=[O:9])[CH2:5]1)#[N:2].[NH:15]1[CH:19]=[C:18]([C:20]2[C:21]3[CH:28]=[CH:27][N:26]([CH2:29][O:30][CH2:31][CH2:32][Si:33]([CH3:36])([CH3:35])[CH3:34])[C:22]=3[N:23]=[CH:24][N:25]=2)[CH:17]=[N:16]1.N12CCCN=C1CCCCC2. The catalyst is C(#N)C. The product is [C:1]([CH2:3][C:4]1([N:15]2[CH:19]=[C:18]([C:20]3[C:21]4[CH:28]=[CH:27][N:26]([CH2:29][O:30][CH2:31][CH2:32][Si:33]([CH3:36])([CH3:35])[CH3:34])[C:22]=4[N:23]=[CH:24][N:25]=3)[CH:17]=[N:16]2)[CH2:7][N:6]([C:8]([O:10][C:11]([CH3:14])([CH3:13])[CH3:12])=[O:9])[CH2:5]1)#[N:2]. The yield is 0.880. (4) The reactants are Cl.[C:2]12([CH2:12][CH2:13][N:14]([O:27]CC3C=CC=CC=3)[C:15]([NH:17][CH2:18][CH2:19][CH2:20][C:21]3[CH:26]=[CH:25][N:24]=[CH:23][CH:22]=3)=[O:16])[CH2:11][CH:6]3[CH2:7][CH:8]([CH2:10][CH:4]([CH2:5]3)[CH2:3]1)[CH2:9]2. No catalyst specified. The product is [C:2]12([CH2:12][CH2:13][N:14]([OH:27])[C:15]([NH:17][CH2:18][CH2:19][CH2:20][C:21]3[CH:26]=[CH:25][N:24]=[CH:23][CH:22]=3)=[O:16])[CH2:9][CH:8]3[CH2:7][CH:6]([CH2:5][CH:4]([CH2:10]3)[CH2:3]1)[CH2:11]2. The yield is 0.340. (5) The reactants are O[C:2]1[C:10]([NH:11][C:12](=[O:23])[CH2:13][CH2:14][CH2:15][CH2:16][C:17]2[CH:22]=[CH:21][CH:20]=[CH:19][CH:18]=2)=[CH:9][CH:8]=[C:7]2[C:3]=1[C:4](=[O:24])[CH2:5][CH2:6]2.C1(C)C=CC(S([O-])(=O)=O)=CC=1.[NH+]1C=CC=CC=1. The catalyst is C1(C)C(C)=CC=CC=1. The product is [C:17]1([CH2:16][CH2:15][CH2:14][CH2:13][C:12]2[O:23][C:2]3[C:3]4[C:4](=[O:24])[CH2:5][CH2:6][C:7]=4[CH:8]=[CH:9][C:10]=3[N:11]=2)[CH:22]=[CH:21][CH:20]=[CH:19][CH:18]=1. The yield is 0.640. (6) The reactants are [CH3:1][C:2]1[CH:11]=[CH:10][C:9]2[C:4](=[C:5]([NH:12][C:13](=[O:15])[CH3:14])[CH:6]=[CH:7][CH:8]=2)[N:3]=1. The catalyst is [Pt](=O)=O. The product is [CH3:1][C:2]1[CH:11]=[CH:10][C:9]2[CH2:8][CH2:7][CH2:6][CH:5]([NH:12][C:13](=[O:15])[CH3:14])[C:4]=2[N:3]=1. The yield is 0.660. (7) The reactants are [Cl:1][C:2]1[CH:3]=[C:4]([O:12][CH:13]2[CH2:17][CH2:16][CH2:15][CH2:14]2)[C:5]([CH3:11])=[C:6]([CH:10]=1)[C:7]([OH:9])=O.Cl.[NH2:19][CH2:20][C:21]1[C:22](=[O:29])[NH:23][C:24]([CH3:28])=[CH:25][C:26]=1[CH3:27].C1C=NC2N(O)N=NC=2C=1.CN1CCOCC1.C(Cl)CCl. The catalyst is ClCCl. The product is [Cl:1][C:2]1[CH:3]=[C:4]([O:12][CH:13]2[CH2:17][CH2:16][CH2:15][CH2:14]2)[C:5]([CH3:11])=[C:6]([CH:10]=1)[C:7]([NH:19][CH2:20][C:21]1[C:22](=[O:29])[NH:23][C:24]([CH3:28])=[CH:25][C:26]=1[CH3:27])=[O:9]. The yield is 0.870.